Dataset: Reaction yield outcomes from USPTO patents with 853,638 reactions. Task: Predict the reaction yield, written as a fraction of the theoretical maximum amount of product (1.0 means a 100% yield; for example, 0.34 means a 34% yield). (1) The reactants are [CH:1]1([C:4]([C:6]2[CH:7]=[C:8]([CH:13]=[CH:14][C:15]=2[OH:16])[C:9]([O:11][CH3:12])=[O:10])=[O:5])[CH2:3][CH2:2]1.C1(N([S:24]([C:27]([F:30])([F:29])[F:28])(=[O:26])=[O:25])[S:24]([C:27]([F:30])([F:29])[F:28])(=[O:26])=[O:25])C=CC=CC=1. The catalyst is CN(C1C=CN=CC=1)C. The product is [CH:1]1([C:4]([C:6]2[CH:7]=[C:8]([CH:13]=[CH:14][C:15]=2[O:16][S:24]([C:27]([F:30])([F:29])[F:28])(=[O:26])=[O:25])[C:9]([O:11][CH3:12])=[O:10])=[O:5])[CH2:3][CH2:2]1. The yield is 0.970. (2) The reactants are [F:1][C:2]1[CH:7]=[CH:6][C:5]([C:8]#[C:9][C@:10]2([OH:17])[CH2:14][CH2:13][N:12]([CH3:15])[C:11]2=[O:16])=[CH:4][C:3]=1[C:18]1[N:23]=[C:22]([C:24]([O-:26])=O)[C:21]([NH:27][CH2:28][CH2:29][O:30][CH3:31])=[N:20][CH:19]=1.[NH3:32]. No catalyst specified. The product is [F:1][C:2]1[CH:7]=[CH:6][C:5]([C:8]#[C:9][C@:10]2([OH:17])[CH2:14][CH2:13][N:12]([CH3:15])[C:11]2=[O:16])=[CH:4][C:3]=1[C:18]1[N:23]=[C:22]([C:24]([NH2:32])=[O:26])[C:21]([NH:27][CH2:28][CH2:29][O:30][CH3:31])=[N:20][CH:19]=1. The yield is 0.200. (3) The reactants are [CH2:1]([C:4]1[S:30][C:7]2[N:8]=[C:9]([O:25][CH2:26][CH2:27][CH2:28][OH:29])[N:10]=[C:11]([N:12]3[CH2:17][CH2:16][N:15]4[C:18]([C:21]([F:24])([F:23])[F:22])=[N:19][N:20]=[C:14]4[CH2:13]3)[C:6]=2[CH:5]=1)[CH2:2][CH3:3].Cl([O-])=[O:32].[Na+].Cl[O-].[Na+].C(OCC)(=O)C. The catalyst is C(#N)C. The product is [CH2:1]([C:4]1[S:30][C:7]2[N:8]=[C:9]([O:25][CH2:26][CH2:27][C:28]([OH:32])=[O:29])[N:10]=[C:11]([N:12]3[CH2:17][CH2:16][N:15]4[C:18]([C:21]([F:22])([F:24])[F:23])=[N:19][N:20]=[C:14]4[CH2:13]3)[C:6]=2[CH:5]=1)[CH2:2][CH3:3]. The yield is 0.650. (4) The yield is 0.610. The product is [F:46][C:47]1[CH:48]=[C:49]([C:53]2[N:54]=[CH:55][CH:56]=[CH:60][C:61]=2[C:32]([NH:44][CH:39]2[CH2:38][CH2:37][N:5]([C:8]([O:10][C:24]([CH3:23])([CH3:25])[CH3:63])=[O:9])[CH2:41][CH2:40]2)=[O:33])[CH:50]=[CH:51][CH:52]=1. The reactants are NC1CC[N:5]([C:8]([O:10]CC2C=CC=CC=2)=[O:9])CC1.CCN=C=N[CH2:23][CH2:24][CH2:25]N(C)C.CN1CC[O:33][CH2:32]C1.C1[CH:37]=[CH:38][C:39]2[N:44](O)N=N[C:40]=2[CH:41]=1.[F:46][C:47]1[CH:48]=[C:49]([C:53]2[CH:61]=[CH:60][C:56](C(O)=O)=[CH:55][N:54]=2)[CH:50]=[CH:51][CH:52]=1.Cl[CH2:63]Cl. The catalyst is CN(C=O)C. (5) The reactants are [NH2:1][CH2:2][C@@H:3]1[O:8][CH2:7][C@@H:6]([N:9]2[C:13]3=[C:14]4[S:20][CH:19]=[CH:18][C:15]4=[N:16][CH:17]=[C:12]3[N:11]=[C:10]2[C@H:21]([OH:23])[CH3:22])[CH2:5][CH2:4]1.C(N(CC)C(C)C)(C)C.[CH3:33][S:34](Cl)(=[O:36])=[O:35]. The yield is 0.370. The product is [OH:23][C@@H:21]([C:10]1[N:9]([C@@H:6]2[CH2:7][O:8][C@@H:3]([CH2:2][NH:1][S:34]([CH3:33])(=[O:36])=[O:35])[CH2:4][CH2:5]2)[C:13]2=[C:14]3[S:20][CH:19]=[CH:18][C:15]3=[N:16][CH:17]=[C:12]2[N:11]=1)[CH3:22]. The catalyst is CO. (6) The reactants are [CH3:1][C:2]1[CH:3]=[CH:4][C:5]([S:8]([NH2:11])(=[O:10])=[O:9])=[CH:6][CH:7]=1.[OH-:12].[Na+].[Mn]([O-])(=O)(=O)=O.[K+].[OH2:20]. No catalyst specified. The product is [NH2:11][S:8]([C:5]1[CH:4]=[CH:3][C:2]([C:1]([OH:20])=[O:12])=[CH:7][CH:6]=1)(=[O:10])=[O:9]. The yield is 0.900. (7) The reactants are [F:1][C:2]1[CH:7]=[CH:6][C:5]([CH:8]2[CH2:13][CH2:12][CH2:11][CH2:10][C:9]2=[O:14])=[CH:4][CH:3]=1.[C:15](Cl)([N:17]=[C:18]=[O:19])=[O:16]. No catalyst specified. The product is [F:1][C:2]1[CH:3]=[CH:4][C:5]([CH:8]2[C:9]3[O:14][C:18](=[O:19])[NH:17][C:15](=[O:16])[C:10]=3[CH2:11][CH2:12][CH2:13]2)=[CH:6][CH:7]=1.[F:1][C:2]1[CH:3]=[CH:4][C:5]([C:8]23[CH2:13][CH2:12][CH2:11][CH:10]=[C:9]2[O:14][C:18](=[O:19])[NH:17][C:15]3=[O:16])=[CH:6][CH:7]=1. The yield is 0.196. (8) The reactants are C([C:3]1[C:4]([C:15]([OH:17])=[O:16])=[N:5][O:6][C:7]=1[C:8]1[CH:13]=[CH:12][CH:11]=[CH:10][C:9]=1[OH:14])C.[C:18]1(P(C2C=CC=CC=2)C2C=CC=CC=2)C=CC=C[CH:19]=1.[O:37]1[CH2:42][CH2:41][CH2:40][CH2:39][CH:38]1[CH2:43]O.C(OC(N=NC(OC(C)(C)C)=O)=O)(C)(C)C. The catalyst is C1COCC1. The product is [O:37]1[CH2:42][CH2:41][CH2:40][CH2:39][CH:38]1[CH2:43][O:14][C:9]1[CH:10]=[CH:11][CH:12]=[CH:13][C:8]=1[C:7]1[O:6][N:5]=[C:4]([C:15]([O:17][CH2:18][CH3:19])=[O:16])[CH:3]=1. The yield is 0.540.